Dataset: Reaction yield outcomes from USPTO patents with 853,638 reactions. Task: Predict the reaction yield, written as a fraction of the theoretical maximum amount of product (1.0 means a 100% yield; for example, 0.34 means a 34% yield). (1) The reactants are [C:1]([CH2:3][C:4]1[CH:9]=[CH:8][C:7](B(O)O)=[CH:6][CH:5]=1)#[N:2].[Cl:13][C:14]1[CH:28]=[CH:27][C:17]([CH2:18][N:19]2[CH:24]=[C:23](Br)[CH:22]=[CH:21][C:20]2=[O:26])=[CH:16][CH:15]=1. No catalyst specified. The product is [Cl:13][C:14]1[CH:28]=[CH:27][C:17]([CH2:18][N:19]2[C:20](=[O:26])[CH:21]=[CH:22][C:23]([C:7]3[CH:8]=[CH:9][C:4]([CH2:3][C:1]#[N:2])=[CH:5][CH:6]=3)=[CH:24]2)=[CH:16][CH:15]=1. The yield is 0.980. (2) The reactants are [F:1][C:2]1[C:18]([CH:19]=O)=[C:17]([B:21]2[O:25]C(C)(C)C(C)(C)[O:22]2)[CH:16]=[CH:15][C:3]=1[O:4][C:5]1[CH:12]=[CH:11][C:8]([C:9]#[N:10])=[C:7]([O:13][CH3:14])[N:6]=1.[BH4-].[Na+].Cl. The catalyst is CO. The product is [F:1][C:2]1[C:18]2[CH2:19][O:22][B:21]([OH:25])[C:17]=2[CH:16]=[CH:15][C:3]=1[O:4][C:5]1[CH:12]=[CH:11][C:8]([C:9]#[N:10])=[C:7]([O:13][CH3:14])[N:6]=1. The yield is 0.200. (3) The reactants are [C:1]([OH:8])(=[O:7])[CH2:2][CH2:3][CH2:4][C:5]#[CH:6].[C:9](OCC)(=O)C. The catalyst is CO.OS(O)(=O)=O. The product is [CH3:9][O:7][C:1](=[O:8])[CH2:2][CH2:3][CH2:4][C:5]#[CH:6]. The yield is 0.890.